Dataset: Forward reaction prediction with 1.9M reactions from USPTO patents (1976-2016). Task: Predict the product of the given reaction. (1) Given the reactants C(Cl)CCl.[Br:5][C:6]1[C:7]([C:12]([OH:14])=O)=[N:8][CH:9]=[CH:10][CH:11]=1.N1C2C(=NC=CC=2)N(O)N=1.Cl.[F:26][C:27]([F:42])([F:41])[C:28]1[N:29]=[CH:30][C:31]([NH:34][C@H:35]2[CH2:39][CH2:38][CH2:37][C@@H:36]2[NH2:40])=[N:32][CH:33]=1.C(N(CC)CC)C, predict the reaction product. The product is: [Br:5][C:6]1[C:7]([C:12]([NH:40][C@H:36]2[CH2:37][CH2:38][CH2:39][C@@H:35]2[NH:34][C:31]2[CH:30]=[N:29][C:28]([C:27]([F:42])([F:41])[F:26])=[CH:33][N:32]=2)=[O:14])=[N:8][CH:9]=[CH:10][CH:11]=1. (2) The product is: [N:12]1([C:2]2[C:11]3[C:6](=[CH:7][CH:8]=[CH:9][CH:10]=3)[N:5]=[CH:4][CH:3]=2)[CH2:17][CH2:16][NH:15][CH2:14][CH2:13]1. Given the reactants Cl[C:2]1[C:11]2[C:6](=[CH:7][CH:8]=[CH:9][CH:10]=2)[N:5]=[CH:4][CH:3]=1.[NH:12]1[CH2:17][CH2:16][NH:15][CH2:14][CH2:13]1, predict the reaction product. (3) Given the reactants [CH:1]1([C@H:4]([NH:26][CH2:27][CH2:28][C:29](OC)=[O:30])[C:5]([N:7]2[CH2:11][C:10]([C:12]3[CH:17]=[C:16]([F:18])[CH:15]=[CH:14][C:13]=3[F:19])=[CH:9][C@H:8]2[C:20]2[CH:25]=[CH:24][CH:23]=[CH:22][CH:21]=2)=[O:6])[CH2:3][CH2:2]1.[OH-].[Na+].[NH:35]1[CH2:40][CH2:39][O:38][CH2:37][CH2:36]1.Cl.CN(C)CCCN=C=NCC.ON1C2N=CC=CC=2N=N1, predict the reaction product. The product is: [CH:1]1([C@H:4]([NH:26][CH2:27][CH2:28][C:29]([N:35]2[CH2:40][CH2:39][O:38][CH2:37][CH2:36]2)=[O:30])[C:5]([N:7]2[CH2:11][C:10]([C:12]3[CH:17]=[C:16]([F:18])[CH:15]=[CH:14][C:13]=3[F:19])=[CH:9][C@H:8]2[C:20]2[CH:21]=[CH:22][CH:23]=[CH:24][CH:25]=2)=[O:6])[CH2:3][CH2:2]1. (4) The product is: [C:28]([C:21]1[O:24][C:2]2[C:1]([C:4]3[CH:9]=[C:8]([CH:10]([CH3:12])[CH3:11])[CH:7]=[C:6]([CH:6]([CH3:7])[CH3:5])[C:5]=3[O:16][CH2:17][CH2:18][CH2:19][F:20])=[CH:3][CH:9]=[CH:4][C:1]=2[CH:2]=1)(=[O:30])[CH3:29]. Given the reactants [CH:1]([C:4]1[C:5]([O:16][CH2:17][CH2:18][CH2:19][F:20])=[C:6](B(O)O)[CH:7]=[C:8]([CH:10]([CH3:12])[CH3:11])[CH:9]=1)([CH3:3])[CH3:2].[C:21](=[O:24])([O-])[O-].[Na+].[Na+].O.[CH2:28]([OH:30])[CH3:29], predict the reaction product.